The task is: Predict which catalyst facilitates the given reaction.. This data is from Catalyst prediction with 721,799 reactions and 888 catalyst types from USPTO. (1) Reactant: [F:1][C:2]([F:13])([F:12])[C:3]1[CH:8]=[CH:7][N:6]=[N:5][C:4]=1[C:9](=O)[CH3:10].[NH2:14][C:15]1[N:22]=[CH:21][CH:20]=[C:19]([Cl:23])[C:16]=1[CH:17]=O. Product: [Cl:23][C:19]1[CH:20]=[CH:21][N:22]=[C:15]2[C:16]=1[CH:17]=[CH:10][C:9]([C:4]1[N:5]=[N:6][CH:7]=[CH:8][C:3]=1[C:2]([F:13])([F:12])[F:1])=[N:14]2. The catalyst class is: 1. (2) Reactant: C[O:2][C:3]1[CH:8]=[C:7]([C:9]([CH3:16])([CH3:15])[C:10]([O:12][CH2:13][CH3:14])=[O:11])[CH:6]=[C:5]([O:17]C)[C:4]=1[C:19]1[CH:24]=[C:23]([CH3:25])[CH:22]=[C:21]([CH3:26])[CH:20]=1.B(Br)(Br)Br.[OH:31][C:32]1[CH:37]=[C:36]([C:38]([CH3:45])([CH3:44])[C:39]([O:41][CH2:42][CH3:43])=[O:40])[CH:35]=[C:34]([O:46][CH3:47])[C:33]=1[C:48]1[CH:53]=[C:52]([CH3:54])[CH:51]=[C:50]([CH3:55])[CH:49]=1. Product: [OH:2][C:3]1[CH:8]=[C:7]([C:9]([CH3:15])([CH3:16])[C:10]([O:12][CH2:13][CH3:14])=[O:11])[CH:6]=[C:5]([OH:17])[C:4]=1[C:19]1[CH:20]=[C:21]([CH3:26])[CH:22]=[C:23]([CH3:25])[CH:24]=1.[OH:31][C:32]1[CH:37]=[C:36]([C:38]([CH3:44])([CH3:45])[C:39]([O:41][CH2:42][CH3:43])=[O:40])[CH:35]=[C:34]([O:46][CH3:47])[C:33]=1[C:48]1[CH:53]=[C:52]([CH3:54])[CH:51]=[C:50]([CH3:55])[CH:49]=1. The catalyst class is: 2. (3) Reactant: [F:1][C:2]1[CH:7]=[CH:6][C:5]([NH:8][C@H:9]([C:13]2[CH:18]=[CH:17][CH:16]=[CH:15][CH:14]=2)[C:10]([OH:12])=[O:11])=[CH:4][CH:3]=1.[N:19]12[CH2:26][CH2:25][CH:22]([CH2:23][CH2:24]1)[C@H:21](O)[CH2:20]2.CCOC(/N=N/C(OCC)=O)=O.C1(P(C2C=CC=CC=2)C2C=CC=CC=2)C=CC=CC=1. Product: [N:19]12[CH2:26][CH2:25][CH:22]([CH2:23][CH2:24]1)[C@@H:21]([O:11][C:10](=[O:12])[C@H:9]([NH:8][C:5]1[CH:6]=[CH:7][C:2]([F:1])=[CH:3][CH:4]=1)[C:13]1[CH:14]=[CH:15][CH:16]=[CH:17][CH:18]=1)[CH2:20]2. The catalyst class is: 1. (4) Reactant: [Cl:1][C:2]1[CH:7]=[CH:6][CH:5]=[C:4]([Cl:8])[C:3]=1[C:9](Cl)=[N:10][OH:11].[Cl:13][CH:14]([Cl:26])[C:15]([NH:17][C:18]1[CH:23]=[CH:22][CH:21]=[CH:20][C:19]=1[C:24]#[CH:25])=[O:16]. Product: [Cl:13][CH:14]([Cl:26])[C:15]([NH:17][C:18]1[CH:23]=[CH:22][CH:21]=[CH:20][C:19]=1[C:24]1[O:11][N:10]=[C:9]([C:3]2[C:2]([Cl:1])=[CH:7][CH:6]=[CH:5][C:4]=2[Cl:8])[CH:25]=1)=[O:16]. The catalyst class is: 571.